Dataset: Drug-target binding data from BindingDB using Ki measurements. Task: Regression. Given a target protein amino acid sequence and a drug SMILES string, predict the binding affinity score between them. We predict pKi (pKi = -log10(Ki in M); higher means stronger inhibition). Dataset: bindingdb_ki. (1) The compound is COc1cc(OC)c(NC(=O)c2ccc(Cc3cc4c(cc3C)C(C)(C)CCC4(C)C)o2)c(OC)c1. The target protein (Q01776) has sequence MANNASLEQDPNHCSAINNSIPLIQGKLPTLTVSGKIRVTVTFFLFLLSTAFNASFLLKLQKWTQKRKKGKKLSRMKVLLKHLTLANLLETLIVMPLDGMWNITVQWYAGEFLCKVLSYLKLFSMYAPAFMMVVISLDRSLAITQPLAVQSNSKLEQSMISLAWILSIVFAGPQLYIFRMIYLADGSGPTVFSQCVTHCSFPQWWHQAFYNFFTFGCLFIIPLLIMLICNAKIIFALTRVLHQDPRKLQLNQSKNNIPRARLRTLKMTVAFATSFVVCWTPYYVLGIWYWFDPEMLNRVSEPVNHFFFLFAFLNPCFDPLIYGYFSL. The pKi is 8.6. (2) The drug is Cc1ccc(-c2nc(-c3c(C)n(Cc4c(F)cccc4F)c(=O)n(C[C@H](N)c4ccccc4)c3=O)cs2)cc1F. The target protein (P30968) has sequence MANSASPEQNQNHCSAINNSIPLMQGNLPTLTLSGKIRVTVTFFLFLLSATFNASFLLKLQKWTQKKEKGKKLSRMKLLLKHLTLANLLETLIVMPLDGMWNITVQWYAGELLCKVLSYLKLFSMYAPAFMMVVISLDRSLAITRPLALKSNSKVGQSMVGLAWILSSVFAGPQLYIFRMIHLADSSGQTKVFSQCVTHCSFSQWWHQAFYNFFTFSCLFIIPLFIMLICNAKIIFTLTRVLHQDPHELQLNQSKNNIPRARLKTLKMTVAFATSFTVCWTPYYVLGIWYWFDPEMLNRLSDPVNHFFFLFAFLNPCFDPLIYGYFSL. The pKi is 7.3. (3) The small molecule is COc1ccc(C(CN(C)C)C2(O)CCCCC2)cc1. The target protein (P21932) has sequence MTEDQGFSDPEYSAEYSAEYSVSLPSDPDRGVGRTHEISVRNSGSCLCLPRFMRLTFVPESLENLYQTYFKRQRHETLLVLVVFAALFDCYVVVMCAVVFSSDKLAPLMVAGVGLVLDIILFVLCKKGLLPDRVSRKVVPYLLWLLITAQIFSYLGLNFSRAHAASDTVGWQAFFVFSFFITLPLSLSPIVIISVVSCVVHTLVLGVTVAQQQQDELEGMQLLREILANVFLYLCAIIVGIMSYYMADRKHRKAFLEARQSLEVKMNLEEQSQQQENLMLSILPKHVADEMLKDMKKDESQKDQQQFNTMYMYRHENVSILFADIVGFTQLSSACSAQELVKLLNELFARFDKLAAKYHQLRIKILGDCYYCICGLPDYREDHAVCSILMGLAMVEAISYVREKTKTGVDMRVGVHTGTVLGGVLGQKRWQYDVWSTDVTVANKMEAGGIPGRVHISQSTMDCLKGEFDVEPGDGGSRCDYLDEKGIETYLIIASKPEVK.... The pKi is 6.0. (4) The compound is COc1ccccc1N1CCN(CCCCn2ncc(=O)n(C)c2=O)CC1. The target protein (Q95137) has sequence SILNLCIISVDRYWAISRPFCYERKMTQRVALVMVGLAWTLSILISFIPVQLHWHRDKVGSRDGLDPPSNLANGTPWEEAGESDRSAENCDSSLNRTYAISSSLISFYIPVAIMIVTYTRIYRIAQVQIRRISSLERAAEHAQSCRSREACAPDSGLRASIKKETKVLKTLSVI. The pKi is 5.0. (5) The small molecule is CC(C)C[C@H](NC(=O)[C@H](CC(N)=O)NC(=O)[C@@H]1CCCN1C(=O)[C@@H](N)C(C)C)C(=O)N1CCC[C@H]1C(=O)N[C@@H](CCC(N)=O)C(=O)N[C@@H](CCCN=C(N)N)C(=O)N[C@@H](Cc1ccccc1)C(N)=O. The target protein (Q9WVA9) has sequence MDSKWAAVLLLLLLLRNWGHAEEAGSWGEDQVFAEEDKGPHPSQYAHTPDRIQTPGSLMRVLLQAMERPRRNPAFLFQPQRFGRNAWGPWSKEQLSPQAREFWSLAAPQRFGKK. The pKi is 7.7. (6) The drug is NC(=O)C1CCCN1C(=O)C(Cc1cnc[nH]1)NC(=O)C1CCC(=O)N1. The target protein sequence is MDNVTFAELNATELQKREWHGLEYQVVTVFLVVVICGLGIVGNVMVVLVVLQTKHMRTPTNCYLVSLAIADLIVLVAAGLPNITESVYGSWVYGYIGCLCITYLQYLGINASSCSITAFTVERYLAICHPIKAQFLCTISRAKKIIVFVWAFTSLYCLMWFFLLDLNTTIYKDATVVNCGYRVPRSYYSPIYLIDFGIFYAVPMTLATVLYGLIARILFLNPIPSDPKENSKIRKNDATHQTKAFNSKMSSRCSNNTIASRRQVTKMLAVVVLLFAFLWMPYRTLVVVNSFLSRPYLQTWFVLFCRICIYLNSAINPVIYNLMSQKFRAAFQKLCKCKKKRSEKPTNYGLALNYSVIKESSNGGSPDHFSTELEDITVTDNYLSTSKMSFDDTCLPT. The pKi is 5.3. (7) The drug is CSc1cccc(-c2ccccc2CCC(=O)NS(=O)(=O)c2cccs2)c1. The target protein (P43115) has sequence MKETRGYGGDAPFCTRLNHSYTGMWAPERSAEARGNLTRPPGSGEDCGSVSVAFPITMLLTGFVGNALAMLLVSRSYRRRESKRKKSFLLCIGWLALTDLVGQLLTTPVVIVVYLSKQRWEHIDPSGRLCTFFGLTMTVFGLSSLFIASAMAVERALAIRAPHWYASHMKTRATRAVLLGVWLAVLAFALLPVLGVGQYTVQWPGTWCFISTGRGGNGTSSSHNWGNLFFASAFAFLGLLALTVTFSCNLATIKALVSRCRAKATASQSSAQWGRITTETAIQLMGIMCVLSVCWSPLLIMMLKMIFNQTSVEHCKTHTEKQKECNFFLIAVRLASLNQILDPWVYLLLRKILLRKFCQIRYHTNNYASSSTSLPCQCSSTLMWSDHLER. The pKi is 6.6.